From a dataset of Forward reaction prediction with 1.9M reactions from USPTO patents (1976-2016). Predict the product of the given reaction. (1) Given the reactants [C:1]([S:5]([C:8]1[CH:9]=[C:10]2[C:15](=[CH:16][C:17]=1[O:18][CH2:19][CH:20]([F:22])[F:21])[N:14]=[CH:13][CH:12]=[C:11]2[Cl:23])(=[O:7])=[O:6])([CH3:4])([CH3:3])[CH3:2].[CH3:24][C:25]1[C:29]([CH3:30])=[C:28]([NH2:31])[NH:27][N:26]=1.CCO, predict the reaction product. The product is: [ClH:23].[C:1]([S:5]([C:8]1[CH:9]=[C:10]2[C:15](=[CH:16][C:17]=1[O:18][CH2:19][CH:20]([F:22])[F:21])[N:14]=[CH:13][CH:12]=[C:11]2[NH:31][C:28]1[NH:27][N:26]=[C:25]([CH3:24])[C:29]=1[CH3:30])(=[O:7])=[O:6])([CH3:4])([CH3:3])[CH3:2]. (2) Given the reactants [Br:1][C:2]1[CH:3]=[C:4]2[NH:10][CH:9]=[N:8][C:5]2=[N:6][CH:7]=1.Cl[CH2:12][C:13]1[CH:18]=[CH:17][C:16]([O:19][CH3:20])=[CH:15][CH:14]=1.C([O-])([O-])=O.[Cs+].[Cs+], predict the reaction product. The product is: [Br:1][C:2]1[CH:3]=[C:4]2[N:10]([CH2:12][C:13]3[CH:18]=[CH:17][C:16]([O:19][CH3:20])=[CH:15][CH:14]=3)[CH:9]=[N:8][C:5]2=[N:6][CH:7]=1. (3) The product is: [CH:1]1[C:10]2[C:5](=[CH:6][CH:7]=[CH:8][CH:9]=2)[CH:4]=[CH:3][C:2]=1[CH2:11][CH:12]1[C:21]2[C:16](=[CH:17][C:18]([O:24][CH3:25])=[C:19]([O:22][CH3:23])[CH:20]=2)[CH2:15][CH2:14][N:13]1[CH2:27][C:28]([NH:31][CH:32]1[CH2:40][C:39]2[C:34](=[CH:35][CH:36]=[CH:37][CH:38]=2)[CH2:33]1)=[O:29]. Given the reactants [CH:1]1[C:10]2[C:5](=[CH:6][CH:7]=[CH:8][CH:9]=2)[CH:4]=[CH:3][C:2]=1[CH2:11][CH:12]1[C:21]2[C:16](=[CH:17][C:18]([O:24][CH3:25])=[C:19]([O:22][CH3:23])[CH:20]=2)[CH2:15][CH2:14][NH:13]1.Br[CH2:27][C:28](Br)=[O:29].[NH2:31][CH:32]1[CH2:40][C:39]2[C:34](=[CH:35][CH:36]=[CH:37][CH:38]=2)[CH2:33]1, predict the reaction product. (4) Given the reactants [Cl:1][C:2]1[CH:3]=[C:4]([C:11]2[CH:12]=[C:13]3[C:18](=[CH:19][CH:20]=2)[N:17]=[CH:16][C:15]([C:21]([CH:23]2[CH2:25][CH2:24]2)=[O:22])=[C:14]3[N:26]2[CH2:42][CH2:41][C:29]3([CH2:33][N:32](C(OC(C)(C)C)=O)[CH2:31][CH2:30]3)[CH2:28][CH2:27]2)[CH:5]=[C:6]([O:9][CH3:10])[C:7]=1[OH:8].C(O)(C(F)(F)F)=O, predict the reaction product. The product is: [Cl:1][C:2]1[CH:3]=[C:4]([C:11]2[CH:12]=[C:13]3[C:18](=[CH:19][CH:20]=2)[N:17]=[CH:16][C:15]([C:21]([CH:23]2[CH2:24][CH2:25]2)=[O:22])=[C:14]3[N:26]2[CH2:42][CH2:41][C:29]3([CH2:33][NH:32][CH2:31][CH2:30]3)[CH2:28][CH2:27]2)[CH:5]=[C:6]([O:9][CH3:10])[C:7]=1[OH:8].